Dataset: Full USPTO retrosynthesis dataset with 1.9M reactions from patents (1976-2016). Task: Predict the reactants needed to synthesize the given product. Given the product [Br:1][C:2]1[CH:3]=[C:4]([NH2:10])[C:5]([NH:6][CH3:7])=[CH:8][CH:9]=1, predict the reactants needed to synthesize it. The reactants are: [Br:1][C:2]1[CH:9]=[CH:8][C:5]([NH:6][CH3:7])=[C:4]([N+:10]([O-])=O)[CH:3]=1.O.O.Cl[Sn]Cl.[OH-].[K+].